This data is from Catalyst prediction with 721,799 reactions and 888 catalyst types from USPTO. The task is: Predict which catalyst facilitates the given reaction. (1) Reactant: C([O:8][C@@H:9]1[CH2:14][C@@H:13]([O:15][S:16]([CH3:19])(=[O:18])=[O:17])[C@H:12]([CH2:20][O:21][Si:22]([C:25]([CH3:28])([CH3:27])[CH3:26])([CH3:24])[CH3:23])[C@@H:11]([O:29][Si:30]([C:33]([CH3:36])([CH3:35])[CH3:34])([CH3:32])[CH3:31])[CH2:10]1)C1C=CC=CC=1.C([O-])=O.[NH4+]. Product: [Si:22]([O:21][CH2:20][C@@H:12]1[C@@H:11]([O:29][Si:30]([C:33]([CH3:34])([CH3:35])[CH3:36])([CH3:31])[CH3:32])[CH2:10][C@H:9]([OH:8])[CH2:14][C@H:13]1[O:15][S:16]([CH3:19])(=[O:18])=[O:17])([C:25]([CH3:26])([CH3:27])[CH3:28])([CH3:24])[CH3:23]. The catalyst class is: 19. (2) Reactant: [CH3:1][CH2:2][CH2:3][N:4]([C@@H:12]1[CH2:22][C:16]2[CH:17]=[CH:18][CH:19]=[C:20]([OH:21])[C:15]=2[CH2:14][CH2:13]1)[CH2:5][CH2:6][C:7]1[S:11][CH:10]=[CH:9][CH:8]=1.[N:23]([CH2:26][CH2:27][C:28]([OH:30])=[O:29])=[N+:24]=[N-:25].N1C=CC=CC=1. Product: [CH3:1][CH2:2][CH2:3][N:4]([C@@H:12]1[CH2:22][C:16]2[CH:17]=[CH:18][CH:19]=[C:20]([OH:21])[C:15]=2[CH2:14][CH2:13]1)[CH2:5][CH2:6][C:7]1[S:11][CH:10]=[CH:9][CH:8]=1.[N:23]([CH2:26][CH2:27][C:28]([O-:30])=[O:29])=[N+:24]=[N-:25]. The catalyst class is: 2.